From a dataset of Catalyst prediction with 721,799 reactions and 888 catalyst types from USPTO. Predict which catalyst facilitates the given reaction. The catalyst class is: 14. Reactant: [CH3:1][C:2]1[CH:11]=[C:10]([CH3:12])[N:9]=[C:8]2[C:3]=1[CH:4]=[CH:5][C:6]([NH2:13])=[N:7]2.Br[CH2:15][C:16](=O)[C:17]([O:19][CH2:20][CH3:21])=[O:18]. Product: [CH3:12][C:10]1[CH:11]=[C:2]([CH3:1])[C:3]2[CH:4]=[CH:5][C:6]3[N:7]([CH:15]=[C:16]([C:17]([O:19][CH2:20][CH3:21])=[O:18])[N:13]=3)[C:8]=2[N:9]=1.